The task is: Predict the reactants needed to synthesize the given product.. This data is from Full USPTO retrosynthesis dataset with 1.9M reactions from patents (1976-2016). (1) Given the product [F:6][C:7]1[C:8]([O:14][CH3:15])=[C:9]([Si:17]([CH3:20])([CH3:19])[CH3:18])[C:10]([F:13])=[CH:11][CH:12]=1, predict the reactants needed to synthesize it. The reactants are: C([Li])CCC.[F:6][C:7]1[CH:12]=[CH:11][C:10]([F:13])=[CH:9][C:8]=1[O:14][CH3:15].Br[Si:17]([CH3:20])([CH3:19])[CH3:18].[Na]. (2) Given the product [CH3:28][C:23](=[CH2:22])[CH2:24][O:4][CH2:3][CH:2]([CH3:1])[CH2:5][CH3:6], predict the reactants needed to synthesize it. The reactants are: [CH3:1][CH:2]([CH2:5][CH3:6])[CH2:3][OH:4].[OH-].C([N+](C[CH2:22][CH2:23][CH3:24])(CCCC)CCCC)CCC.[OH-].[Na+].Cl[CH:28]=CC. (3) Given the product [Cl:14][C:15]1[CH:20]=[C:19]([O:8][C:5]2[CH:6]=[CH:7][C:2]([NH2:1])=[CH:3][CH:4]=2)[CH:18]=[CH:17][N:16]=1, predict the reactants needed to synthesize it. The reactants are: [NH2:1][C:2]1[CH:7]=[CH:6][C:5]([OH:8])=[CH:4][CH:3]=1.C1COCC1.[Cl:14][C:15]1[CH:20]=[C:19](Cl)[CH:18]=[CH:17][N:16]=1.O. (4) The reactants are: Br[C:2]1[C:3]([NH:8][C:9]2[CH:14]=[CH:13][CH:12]=[CH:11][C:10]=2[O:15][CH3:16])=[N:4][CH:5]=[CH:6][CH:7]=1.C1(P(C2CCCCC2)C2C=CC=CC=2C2C=CC=CC=2)CCCCC1.CN(C)C(=O)C.C1CCN2C(=NCCC2)CC1. Given the product [CH3:16][O:15][C:10]1[CH:11]=[CH:12][CH:13]=[C:14]2[C:9]=1[NH:8][C:3]1[N:4]=[CH:5][CH:6]=[CH:7][C:2]2=1, predict the reactants needed to synthesize it.